From a dataset of Full USPTO retrosynthesis dataset with 1.9M reactions from patents (1976-2016). Predict the reactants needed to synthesize the given product. (1) Given the product [Cl:1][C:2]1[CH:3]=[C:4]2[C:8](=[CH:9][CH:10]=1)[NH:7][CH:6]=[C:5]2[CH2:11][CH2:12][NH:13][C:14]([C:15]1[CH:20]=[CH:19][C:18]([C:24]2[CH:29]=[CH:28][C:27]([CH3:30])=[CH:26][CH:25]=2)=[CH:17][CH:16]=1)=[O:22], predict the reactants needed to synthesize it. The reactants are: [Cl:1][C:2]1[CH:3]=[C:4]2[C:8](=[CH:9][CH:10]=1)[NH:7][CH:6]=[C:5]2[CH2:11][CH2:12][NH:13][C:14](=[O:22])[C:15]1[CH:20]=[CH:19][C:18](I)=[CH:17][CH:16]=1.B(O)(O)[C:24]1[CH:25]=[CH:26][C:27]([CH3:30])=[CH:28][CH:29]=1.C(=O)([O-])[O-].[Na+].[Na+]. (2) Given the product [F:24][CH:23]([F:25])[C:19]1[NH:18][C:15]([CH3:16])=[C:12]([C:13]#[N:14])[CH:11]([C:8]2[CH:9]=[C:10]3[C:5](=[CH:6][CH:7]=2)[NH:4][N:3]=[C:2]3[CH3:1])[C:20]=1[C:21]#[N:22], predict the reactants needed to synthesize it. The reactants are: [CH3:1][C:2]1[C:10]2[C:5](=[CH:6][CH:7]=[C:8](/[CH:11]=[C:12](/[C:15](=O)[CH3:16])\[C:13]#[N:14])[CH:9]=2)[NH:4][N:3]=1.[NH2:18][C:19]([CH:23]([F:25])[F:24])=[CH:20][C:21]#[N:22]. (3) Given the product [N:25]1([CH2:30][C:31]([N:6]2[CH2:7][C@H:3]([C:1]#[N:2])[CH2:4][C@H:5]2[C:8]([NH:10][C:11]2[CH:12]=[CH:13][C:14]([O:17][C:18]3[CH:19]=[CH:20][C:21]([F:24])=[CH:22][CH:23]=3)=[CH:15][CH:16]=2)=[O:9])=[O:32])[CH:29]=[N:28][CH:27]=[N:26]1, predict the reactants needed to synthesize it. The reactants are: [C:1]([C@H:3]1[CH2:7][NH:6][C@H:5]([C:8]([NH:10][C:11]2[CH:16]=[CH:15][C:14]([O:17][C:18]3[CH:23]=[CH:22][C:21]([F:24])=[CH:20][CH:19]=3)=[CH:13][CH:12]=2)=[O:9])[CH2:4]1)#[N:2].[N:25]1([CH2:30][C:31](O)=[O:32])[CH:29]=[N:28][CH:27]=[N:26]1.CCN(C(C)C)C(C)C.CN(C(ON1N=NC2C=CC=NC1=2)=[N+](C)C)C.F[P-](F)(F)(F)(F)F. (4) The reactants are: [CH3:1][O:2][C:3](=[O:31])[C@@H:4]([N:15]1[C:21](=[O:22])[CH2:20][CH2:19][N:18]([C:23]2[CH:28]=[CH:27][C:26]([Cl:29])=[C:25]([Cl:30])[CH:24]=2)[CH2:17][CH2:16]1)[CH2:5][CH2:6][O:7]CC1C=CC=CC=1.B(Br)(Br)Br. Given the product [CH3:1][O:2][C:3](=[O:31])[C@@H:4]([N:15]1[C:21](=[O:22])[CH2:20][CH2:19][N:18]([C:23]2[CH:28]=[CH:27][C:26]([Cl:29])=[C:25]([Cl:30])[CH:24]=2)[CH2:17][CH2:16]1)[CH2:5][CH2:6][OH:7], predict the reactants needed to synthesize it. (5) Given the product [NH2:37][C:35]([C:30]1[CH:31]=[N:32][C:33]2[C:28]([C:29]=1[NH:1][C:2]1[CH:3]=[C:4]([CH:8]=[C:9]([CH:11]=[C:12]([CH3:14])[CH3:13])[CH:10]=1)[C:5]([OH:7])=[O:6])=[CH:27][CH:26]=[C:25]([C:20]1[C:21]([O:23][CH3:24])=[N:22][C:17]([O:16][CH3:15])=[N:18][CH:19]=1)[CH:34]=2)=[O:36], predict the reactants needed to synthesize it. The reactants are: [NH2:1][C:2]1[CH:3]=[C:4]([CH:8]=[C:9]([CH:11]=[C:12]([CH3:14])[CH3:13])[CH:10]=1)[C:5]([OH:7])=[O:6].[CH3:15][O:16][C:17]1[N:22]=[C:21]([O:23][CH3:24])[C:20]([C:25]2[CH:34]=[C:33]3[C:28]([C:29](Cl)=[C:30]([C:35]([NH2:37])=[O:36])[CH:31]=[N:32]3)=[CH:27][CH:26]=2)=[CH:19][N:18]=1. (6) Given the product [F:35][C:29]1[CH:28]=[C:27]([CH:24]2[CH2:25][CH2:26][CH:21]([CH:18]3[CH2:17][CH2:16][CH:15]([CH2:13][CH3:14])[CH2:20][CH2:19]3)[CH2:22][CH2:23]2)[CH:32]=[C:31]([F:33])[C:30]=1[N:34]=[C:6]=[S:7], predict the reactants needed to synthesize it. The reactants are: C1N=CN([C:6](N2C=NC=C2)=[S:7])C=1.[CH2:13]([CH:15]1[CH2:20][CH2:19][CH:18]([CH:21]2[CH2:26][CH2:25][CH:24]([C:27]3[CH:32]=[C:31]([F:33])[C:30]([NH2:34])=[C:29]([F:35])[CH:28]=3)[CH2:23][CH2:22]2)[CH2:17][CH2:16]1)[CH3:14]. (7) The reactants are: [Br:1][C:2]1[C:6]2[CH:7]=[C:8]([O:11][CH3:12])[CH:9]=[CH:10][C:5]=2[O:4][C:3]=1[CH:13]([CH:15]1[CH2:20][CH2:19][CH2:18][CH2:17][CH2:16]1)O.S(Cl)([Cl:23])=O.C(=O)([O-])O.[Na+]. Given the product [Br:1][C:2]1[C:6]2[CH:7]=[C:8]([O:11][CH3:12])[CH:9]=[CH:10][C:5]=2[O:4][C:3]=1[CH:13]([Cl:23])[CH:15]1[CH2:20][CH2:19][CH2:18][CH2:17][CH2:16]1, predict the reactants needed to synthesize it. (8) The reactants are: [NH2:1][C@@H:2]([C:6]([OH:8])=[O:7])[C@H:3]([CH3:5])[OH:4].C([O-])(O)=O.[Na+].[C:14](=O)([O-:34])[O:15][CH:16](C1C=CC=CN=1)C1C=CC(C2C=CSC=2)=CC=1.[S:36]1[CH:40]=[CH:39][C:38]([C:41]2[CH:46]=[CH:45][C:44](C3C=CN(C([O-])=O)C(=O)C=3C)=[CH:43][CH:42]=2)=[CH:37]1. Given the product [OH:4][C@@H:3]([CH3:5])[C@@H:2]([N:1]([C:44]1[CH:43]=[CH:42][C:41]([C:38]2[CH:39]=[CH:40][S:36][CH:37]=2)=[CH:46][CH:45]=1)[C:14]([O:15][CH3:16])=[O:34])[C:6]([OH:8])=[O:7], predict the reactants needed to synthesize it. (9) Given the product [Br:14][C:10]1[CH:9]=[C:3]2[C:2](=[CH:12][C:11]=1[F:13])[NH:1][C:22](=[O:23])[N:6]([CH2:7][CH3:8])[C:4]2=[O:5], predict the reactants needed to synthesize it. The reactants are: [NH2:1][C:2]1[CH:12]=[C:11]([F:13])[C:10]([Br:14])=[CH:9][C:3]=1[C:4]([NH:6][CH2:7][CH3:8])=[O:5].C1(C)C=CC=CC=1.[C:22](Cl)(Cl)=[O:23]. (10) Given the product [N:19]1[CH:24]=[CH:23][C:22]([C:25]([OH:39])([C:27]#[CH:28])[CH3:26])=[N:21][CH:20]=1, predict the reactants needed to synthesize it. The reactants are: CCCC[N+](CCCC)(CCCC)CCCC.[F-].[N:19]1[CH:24]=[CH:23][C:22]([C:25]([OH:39])([C:27]#[C:28][Si](C(C)C)(C(C)C)C(C)C)[CH3:26])=[N:21][CH:20]=1.